Task: Predict which catalyst facilitates the given reaction.. Dataset: Catalyst prediction with 721,799 reactions and 888 catalyst types from USPTO (1) Reactant: [CH3:1][O:2][C:3]1[CH:4]=[C:5]2[C:9](=[CH:10][CH:11]=1)[NH:8][CH:7]=[C:6]2[CH2:12][CH2:13][N:14]1[CH:18]=[C:17]([N+:19]([O-])=O)[N:16]=[CH:15]1.[NH4+:22].[Cl-]. Product: [CH3:1][O:2][C:3]1[CH:4]=[C:5]2[C:9](=[CH:10][CH:11]=1)[NH:8][CH:7]=[C:6]2[CH2:12][CH2:13][N:14]1[CH:18]=[C:17]([NH2:19])[N:16]=[CH:15]1.[CH3:1][O:2][C:3]1[CH:4]=[C:5]2[C:9](=[CH:10][CH:11]=1)[NH:8][CH:7]=[C:6]2[CH2:12][CH2:13][N:14]1[C:18]([NH2:22])=[CH:17][N:16]=[CH:15]1. The catalyst class is: 314. (2) Reactant: [CH3:1][O:2][C:3](=[O:21])[C:4]([NH:7][C:8]([C:10]1[CH:19]=[CH:18][C:17]2[C:12](=[CH:13][CH:14]=[CH:15][CH:16]=2)[C:11]=1[OH:20])=[O:9])([CH3:6])[CH3:5].[S:22]1[C:26]2[CH:27]=[CH:28][CH:29]=[CH:30][C:25]=2[N:24]=[C:23]1[CH:31](O)[CH3:32]. Product: [CH3:1][O:2][C:3](=[O:21])[C:4]([NH:7][C:8]([C:10]1[CH:19]=[CH:18][C:17]2[C:12](=[CH:13][CH:14]=[CH:15][CH:16]=2)[C:11]=1[O:20][CH:31]([C:23]1[S:22][C:26]2[CH:27]=[CH:28][CH:29]=[CH:30][C:25]=2[N:24]=1)[CH3:32])=[O:9])([CH3:6])[CH3:5]. The catalyst class is: 1. (3) Reactant: [CH3:1][O:2][CH2:3][CH2:4][O:5]C.C(O)CO.[Na].ClC1[N:18]=[CH:17][N:16]=[C:15]([NH:19][S:20]([CH:23]=[CH:24][C:25]2[CH:30]=[CH:29][CH:28]=[CH:27][CH:26]=2)(=[O:22])=[O:21])[C:14]=1[C:31]1[CH:36]=[CH:35][C:34]([CH3:37])=[CH:33][CH:32]=1. Product: [OH:5][CH2:4][CH2:3][O:2][C:1]1[N:18]=[CH:17][N:16]=[C:15]([NH:19][S:20]([CH:23]=[CH:24][C:25]2[CH:30]=[CH:29][CH:28]=[CH:27][CH:26]=2)(=[O:22])=[O:21])[C:14]=1[C:31]1[CH:32]=[CH:33][C:34]([CH3:37])=[CH:35][CH:36]=1. The catalyst class is: 3. (4) Reactant: Cl.[NH2:2][C@H:3]([C:11]([O:13][CH2:14][CH2:15][O:16][C:17]1[CH:22]=[CH:21][C:20]([C:23]2[C:28]([C:29]#[N:30])=[C:27]([S:31][CH2:32][C:33]3[N:34]=[C:35]([C:38]4[CH:43]=[CH:42][C:41]([Cl:44])=[CH:40][CH:39]=4)[S:36][CH:37]=3)[N:26]=[C:25]([NH2:45])[C:24]=2[C:46]#[N:47])=[CH:19][CH:18]=1)=[O:12])[CH2:4][C:5]1[CH:10]=[CH:9][CH:8]=[CH:7][CH:6]=1.[C:48]1([CH3:58])[CH:53]=[CH:52][C:51]([S:54]([OH:57])(=[O:56])=[O:55])=[CH:50][CH:49]=1. Product: [C:48]1([CH3:58])[CH:49]=[CH:50][C:51]([S:54]([OH:57])(=[O:55])=[O:56])=[CH:52][CH:53]=1.[NH2:2][C@H:3]([C:11]([O:13][CH2:14][CH2:15][O:16][C:17]1[CH:18]=[CH:19][C:20]([C:23]2[C:28]([C:29]#[N:30])=[C:27]([S:31][CH2:32][C:33]3[N:34]=[C:35]([C:38]4[CH:43]=[CH:42][C:41]([Cl:44])=[CH:40][CH:39]=4)[S:36][CH:37]=3)[N:26]=[C:25]([NH2:45])[C:24]=2[C:46]#[N:47])=[CH:21][CH:22]=1)=[O:12])[CH2:4][C:5]1[CH:10]=[CH:9][CH:8]=[CH:7][CH:6]=1. The catalyst class is: 1. (5) Reactant: [F:1][C:2]([F:16])([C:6]([F:15])([F:14])[C:7]([F:13])([F:12])[C:8]([F:11])([F:10])[F:9])[C:3](F)=[O:4].[F-:17].[K+].F[H-]F.[K+].[F:23][C:24]([F:31])([F:30])[C:25]([F:29])=[C:26]([F:28])[F:27]. Product: [F:23][C:24]([F:31])([F:30])[C:25]([F:29])([C:26]([F:17])([F:28])[F:27])[C:3](=[O:4])[C:2]([F:16])([F:1])[C:6]([F:15])([F:14])[C:7]([F:13])([F:12])[C:8]([F:11])([F:10])[F:9]. The catalyst class is: 270. (6) Reactant: C([C:5]1[CH:9]=[C:8]([Cl:10])[S:7][C:6]=1[C:11]([OH:13])=O)(C)(C)C.[NH2:14][C@H:15]([CH3:19])[C:16]([O-:18])=[O:17].CN(C(ON1N=NC2C=C[CH:33]=[CH:34][C:29]1=2)=[N+](C)C)C.[B-](F)(F)(F)F.[CH3:42]N1CCOCC1. Product: [Cl:10][C:8]1[S:7][C:6]([C:11]([NH:14][C@H:15]([CH3:19])[C:16]([O:18][C:34]([CH3:33])([CH3:29])[CH3:42])=[O:17])=[O:13])=[CH:5][CH:9]=1. The catalyst class is: 1. (7) Reactant: C(N[CH:5]([CH3:7])[CH3:6])(C)C.C([Li])CCC.[CH3:13][C@@H:14]1[CH2:23][CH2:22][CH2:21][C:16]2([CH2:20][CH2:19][CH2:18][CH2:17]2)[C@@H:15]1[C:24](=[O:26])C.C(=O)C.Cl.O.C1(C)C=CC(S(O)(=O)=O)=CC=1.C([O-])(O)=O.[Na+]. Product: [CH3:13][C@@H:14]1[CH2:23][CH2:22][CH2:21][C:16]2([CH2:20][CH2:19][CH2:18][CH2:17]2)[C@@H:15]1[C:24](=[O:26])/[CH:7]=[CH:5]/[CH3:6]. The catalyst class is: 7.